From a dataset of Catalyst prediction with 721,799 reactions and 888 catalyst types from USPTO. Predict which catalyst facilitates the given reaction. Reactant: Cl[C:2]1[CH:7]=[CH:6][N:5]=[C:4]([C:8]2[CH:13]=[C:12]([OH:14])[CH:11]=[C:10]([CH2:15][N:16]([CH2:18][C:19]3[C:24]([CH3:25])=[C:23]([O:26][CH3:27])[C:22]([CH3:28])=[CH:21][N:20]=3)[CH3:17])[N:9]=2)[CH:3]=1.[CH3:29][NH:30][CH:31](O)[CH3:32].Cl[C:35]1C=CC=CC=1. Product: [CH3:27][O:26][C:23]1[C:22]([CH3:28])=[CH:21][N:20]=[C:19]([CH2:18][N:16]([CH2:15][C:10]2[N:9]=[C:8]([C:4]3[CH:3]=[C:2]([N:30]4[CH2:31][CH2:32][CH2:35][CH2:29]4)[CH:7]=[CH:6][N:5]=3)[CH:13]=[C:12]([OH:14])[CH:11]=2)[CH3:17])[C:24]=1[CH3:25]. The catalyst class is: 530.